Dataset: Peptide-MHC class I binding affinity with 185,985 pairs from IEDB/IMGT. Task: Regression. Given a peptide amino acid sequence and an MHC pseudo amino acid sequence, predict their binding affinity value. This is MHC class I binding data. (1) The peptide sequence is RVYLQGHGY. The MHC is HLA-B57:01 with pseudo-sequence HLA-B57:01. The binding affinity (normalized) is 0.334. (2) The peptide sequence is ILRPLGIEY. The MHC is HLA-B57:01 with pseudo-sequence HLA-B57:01. The binding affinity (normalized) is 0.322. (3) The peptide sequence is TYGIIVPVL. The MHC is HLA-A30:02 with pseudo-sequence HLA-A30:02. The binding affinity (normalized) is 0.323.